This data is from Forward reaction prediction with 1.9M reactions from USPTO patents (1976-2016). The task is: Predict the product of the given reaction. (1) Given the reactants [CH3:1][C:2]1[CH:7]=[CH:6][CH:5]=[C:4]([CH3:8])[C:3]=1[CH2:9][NH:10][C:11]1[C:12]2[N:13]([C:34]([CH3:38])=[C:35]([CH3:37])[N:36]=2)[CH:14]=[C:15]([N:17]2[C:22](=[O:23])[CH:21]=[CH:20][C:19]([C:24]([O:26]CC3C=CC=CC=3)=[O:25])=[CH:18]2)[CH:16]=1.[OH-].[Na+].[ClH:41], predict the reaction product. The product is: [ClH:41].[CH3:1][C:2]1[CH:7]=[CH:6][CH:5]=[C:4]([CH3:8])[C:3]=1[CH2:9][NH:10][C:11]1[C:12]2[N:13]([C:34]([CH3:38])=[C:35]([CH3:37])[N:36]=2)[CH:14]=[C:15]([N:17]2[C:22](=[O:23])[CH:21]=[CH:20][C:19]([C:24]([OH:26])=[O:25])=[CH:18]2)[CH:16]=1. (2) Given the reactants [NH2:1][C@@H:2]([CH2:10][CH3:11])[C:3]([C:5]1[O:6][CH:7]=[CH:8][N:9]=1)=[O:4].Cl.[N:13]1([C:19](=[O:34])[CH2:20][CH:21]([CH2:25][CH2:26][CH2:27][C:28]2[CH:33]=[CH:32][CH:31]=[CH:30][CH:29]=2)[C:22](O)=[O:23])[CH2:18][CH2:17][O:16][CH2:15][CH2:14]1, predict the reaction product. The product is: [O:6]1[CH:7]=[CH:8][N:9]=[C:5]1[C:3]([C@@H:2]([NH:1][C:22](=[O:23])[CH:21]([CH2:20][C:19]([N:13]1[CH2:14][CH2:15][O:16][CH2:17][CH2:18]1)=[O:34])[CH2:25][CH2:26][CH2:27][C:28]1[CH:33]=[CH:32][CH:31]=[CH:30][CH:29]=1)[CH2:10][CH3:11])=[O:4]. (3) Given the reactants [CH3:1][NH2:2].C1COCC1.[Br:8][C:9]1[CH:14]=[CH:13][C:12]([CH2:15][CH2:16][C:17]([NH:19][CH2:20][C:21](=O)[CH2:22][C:23]([CH3:27])([CH3:26])[CH2:24][CH3:25])=O)=[CH:11][CH:10]=1, predict the reaction product. The product is: [Br:8][C:9]1[CH:14]=[CH:13][C:12]([CH2:15][CH2:16][C:17]2[N:2]([CH3:1])[C:21]([CH2:22][C:23]([CH3:27])([CH3:26])[CH2:24][CH3:25])=[CH:20][N:19]=2)=[CH:11][CH:10]=1. (4) Given the reactants [C:1]1([NH2:8])[CH:6]=[CH:5][CH:4]=[CH:3][C:2]=1[NH2:7].C[Al](C)C.CO[C:15](=O)[CH:16]([C:25]1[CH:30]=[CH:29][CH:28]=[C:27]([Br:31])[CH:26]=1)[S:17][C:18]1[CH2:19][CH2:20][N:21]([CH3:24])[CH2:22][CH:23]=1.[OH-].[Na+], predict the reaction product. The product is: [Br:31][C:27]1[CH:26]=[C:25]([CH:16]([S:17][C:18]2[CH2:23][CH2:22][N:21]([CH3:24])[CH2:20][CH:19]=2)[C:15]2[NH:8][C:1]3[CH:6]=[CH:5][CH:4]=[CH:3][C:2]=3[N:7]=2)[CH:30]=[CH:29][CH:28]=1. (5) Given the reactants Cl[CH2:2][CH2:3][C:4]1[CH:20]=[CH:19][C:7]2[CH2:8][CH2:9][N:10](C(=O)C(F)(F)F)[CH2:11][CH2:12][C:6]=2[CH:5]=1.C(=O)([O-])[O-].[Cs+].[Cs+].[F:27][C:28]1[CH:42]=[CH:41][C:31]([CH2:32][O:33][C:34]2[CH:39]=[CH:38][NH:37][C:36](=[O:40])[CH:35]=2)=[CH:30][CH:29]=1.[OH-].[Na+], predict the reaction product. The product is: [F:27][C:28]1[CH:42]=[CH:41][C:31]([CH2:32][O:33][C:34]2[CH:39]=[CH:38][N:37]([CH2:2][CH2:3][C:4]3[CH:20]=[CH:19][C:7]4[CH2:8][CH2:9][NH:10][CH2:11][CH2:12][C:6]=4[CH:5]=3)[C:36](=[O:40])[CH:35]=2)=[CH:30][CH:29]=1. (6) Given the reactants Br[C:2]1[CH:3]=[CH:4][C:5]([CH3:11])=[C:6]([CH:10]=1)[C:7]([OH:9])=[O:8].[Cl:12][C:13]1[CH:14]=[C:15](B(O)O)[CH:16]=[CH:17][CH:18]=1.C([O-])([O-])=O.[Na+].[Na+], predict the reaction product. The product is: [Cl:12][C:13]1[CH:18]=[C:17]([C:2]2[CH:3]=[CH:4][C:5]([CH3:11])=[C:6]([C:7]([OH:9])=[O:8])[CH:10]=2)[CH:16]=[CH:15][CH:14]=1. (7) Given the reactants [Br-].[CH2:2]([Zn+])[CH:3]([CH3:5])[CH3:4].Br[C:8]1[CH:9]=[CH:10][C:11]([F:16])=[C:12]([CH:15]=1)[C:13]#[N:14], predict the reaction product. The product is: [F:16][C:11]1[CH:10]=[CH:9][C:8]([CH2:2][CH:3]([CH3:5])[CH3:4])=[CH:15][C:12]=1[C:13]#[N:14]. (8) The product is: [C:14]([C:12]1[CH:13]=[C:8]2[CH:7]=[CH:6][NH:5][C:9]2=[N:10][CH:11]=1)([CH3:16])=[CH2:15]. Given the reactants C([Si](C(C)C)(C(C)C)[N:5]1[C:9]2=[N:10][CH:11]=[C:12]([C:14](O)([CH3:16])[CH3:15])[CH:13]=[C:8]2[CH:7]=[CH:6]1)(C)C.C([SiH](CC)CC)C.FC(F)(F)C(O)=O.O, predict the reaction product. (9) The product is: [CH:26]1([CH2:21][O:42][C:40]2[CH:39]=[CH:38][C:37]3[N:43]=[C:44]([C:46]4[N:51]=[CH:50][C:49]([O:52][CH2:53][C@@H:54]([NH:56][C:57](=[O:63])[O:58][C:59]([CH3:60])([CH3:62])[CH3:61])[CH3:55])=[CH:48][C:47]=4[F:64])[O:35][C:36]=3[CH:41]=2)[CH2:24][CH2:25]1. Given the reactants C(N(CC)CC)C.[C:25]1(P([C:21]2[CH:26]=[CH:25][CH:24]=CC=2)[C:25]2[CH:24]=CC=[CH:21][CH:26]=2)[CH:24]=CC=[CH:21][CH:26]=1.ClC(Cl)(Cl)C(Cl)(Cl)Cl.[OH:35][C:36]1[CH:41]=[C:40]([OH:42])[CH:39]=[CH:38][C:37]=1[NH:43][C:44]([C:46]1[N:51]=[CH:50][C:49]([O:52][CH2:53][C@@H:54]([NH:56][C:57](=[O:63])[O:58][C:59]([CH3:62])([CH3:61])[CH3:60])[CH3:55])=[CH:48][C:47]=1[F:64])=O, predict the reaction product. (10) Given the reactants [Cl:1][C:2]1[CH:3]=[C:4]([C:9]2([O:14][CH3:15])[CH2:13][CH2:12][NH:11][CH2:10]2)[CH:5]=[CH:6][C:7]=1[F:8].C(=O)([O-])[O-].[K+].[K+].Br[CH2:23][CH2:24][CH2:25][CH3:26], predict the reaction product. The product is: [CH2:23]([N:11]1[CH2:12][CH2:13][C:9]([C:4]2[CH:5]=[CH:6][C:7]([F:8])=[C:2]([Cl:1])[CH:3]=2)([O:14][CH3:15])[CH2:10]1)[CH2:24][CH2:25][CH3:26].